Dataset: Catalyst prediction with 721,799 reactions and 888 catalyst types from USPTO. Task: Predict which catalyst facilitates the given reaction. Reactant: [C:1]([O:5][C:6]([NH:8][CH2:9][CH:10]([C:15]1[CH:20]=[CH:19][C:18]([Cl:21])=[CH:17][CH:16]=1)[CH2:11][C:12]([OH:14])=O)=[O:7])([CH3:4])([CH3:3])[CH3:2].C(Cl)CCl.[NH2:26][C:27]1[CH:35]=[CH:34][C:30]([C:31]([NH2:33])=[O:32])=[C:29]([F:36])[CH:28]=1. Product: [C:1]([O:5][C:6]([NH:8][CH2:9][CH:10]([C:15]1[CH:20]=[CH:19][C:18]([Cl:21])=[CH:17][CH:16]=1)[CH2:11][C:12]([NH:26][C:27]1[CH:35]=[CH:34][C:30]([C:31]([NH2:33])=[O:32])=[C:29]([F:36])[CH:28]=1)=[O:14])=[O:7])([CH3:2])([CH3:3])[CH3:4]. The catalyst class is: 383.